Dataset: Full USPTO retrosynthesis dataset with 1.9M reactions from patents (1976-2016). Task: Predict the reactants needed to synthesize the given product. Given the product [N:8]1([C:6]([O:5][C:2]([CH3:1])([CH3:3])[CH3:4])=[O:7])[CH2:13][CH2:12][O:11][CH:10]([C:14]([O:16][CH2:24][C:25]2[CH:30]=[CH:29][CH:28]=[CH:27][CH:26]=2)=[O:15])[CH2:9]1, predict the reactants needed to synthesize it. The reactants are: [CH3:1][C:2]([O:5][C:6]([N:8]1[CH2:13][CH2:12][O:11][CH:10]([C:14]([OH:16])=[O:15])[CH2:9]1)=[O:7])([CH3:4])[CH3:3].C(=O)([O-])[O-].[K+].[K+].Br[CH2:24][C:25]1[CH:30]=[CH:29][CH:28]=[CH:27][CH:26]=1.O.